This data is from Full USPTO retrosynthesis dataset with 1.9M reactions from patents (1976-2016). The task is: Predict the reactants needed to synthesize the given product. (1) Given the product [CH2:24]([O:23][CH2:22][CH2:21][N:14]1[C:15]2[C:20](=[CH:19][CH:18]=[CH:17][CH:16]=2)[C:12]([CH:9]2[CH2:8][CH2:7][NH:6][CH2:11][CH2:10]2)=[CH:13]1)[CH3:25], predict the reactants needed to synthesize it. The reactants are: C(OC([N:6]1[CH2:11][CH2:10][CH:9]([C:12]2[C:20]3[C:15](=[CH:16][CH:17]=[CH:18][CH:19]=3)[N:14]([CH2:21][CH2:22][O:23][CH2:24][CH3:25])[CH:13]=2)[CH2:8][CH2:7]1)=O)C.[OH-].[K+]. (2) Given the product [C:1]([CH2:3][O:4][C:5]1[CH:10]=[CH:9][C:8]([CH2:11][Cl:15])=[CH:7][CH:6]=1)#[N:2], predict the reactants needed to synthesize it. The reactants are: [C:1]([CH2:3][O:4][C:5]1[CH:10]=[CH:9][C:8]([CH2:11]O)=[CH:7][CH:6]=1)#[N:2].S(Cl)([Cl:15])=O.